Dataset: Full USPTO retrosynthesis dataset with 1.9M reactions from patents (1976-2016). Task: Predict the reactants needed to synthesize the given product. (1) Given the product [CH3:12][O:13][C:14]([C:16]1[CH:17]=[C:18]([CH3:41])[C:19]2[O:25][C:24]3[C:26]([Cl:37])=[CH:27][C:28]([N:30]4[CH2:31][CH2:32][O:36][CH2:35][CH2:34]4)=[CH:29][C:23]=3[CH2:22][S:21](=[O:38])(=[O:39])[C:20]=2[CH:40]=1)=[O:15], predict the reactants needed to synthesize it. The reactants are: C1(C)C=CC(S(O)(=O)=O)=CC=1.[CH3:12][O:13][C:14]([C:16]1[CH:17]=[C:18]([CH3:41])[C:19]2[O:25][C:24]3[C:26]([Cl:37])=[CH:27][C:28]([N:30]([CH2:34][CH2:35][OH:36])[CH2:31][CH2:32]O)=[CH:29][C:23]=3[CH2:22][S:21](=[O:39])(=[O:38])[C:20]=2[CH:40]=1)=[O:15].C(=O)(O)[O-].[Na+]. (2) Given the product [C:5]([O:4][C:1]1[CH:16]=[CH:15][C:14]([C:8]2[CH:13]=[CH:12][CH:11]=[CH:10][CH:9]=2)=[CH:19][CH:2]=1)(=[O:7])[CH3:6], predict the reactants needed to synthesize it. The reactants are: [C:1]([O:4][C:5](=[O:7])[CH3:6])(=O)[CH3:2].[C:8]1([C:14]2[CH:19]=CC(O)=[CH:16][CH:15]=2)[CH:13]=[CH:12][CH:11]=[CH:10][CH:9]=1. (3) Given the product [OH:13][C:9]1[CH:8]=[C:7]([N:4]2[CH2:3][CH2:2][O:1][CH2:6][CH2:5]2)[CH:12]=[CH:11][C:10]=1[CH:18]=[O:19], predict the reactants needed to synthesize it. The reactants are: [O:1]1[CH2:6][CH2:5][N:4]([C:7]2[CH:8]=[C:9]([OH:13])[CH:10]=[CH:11][CH:12]=2)[CH2:3][CH2:2]1.C([Mg]Br)C.[CH2:18]=[O:19].Cl. (4) The reactants are: [OH:1][C:2]1[CH:7]=[CH:6][C:5]([C:8]2[C:16]3[C:11](=[CH:12][CH:13]=[C:14]([C:17]([NH2:19])=O)[CH:15]=3)[NH:10][N:9]=2)=[CH:4][CH:3]=1.COC(OC)[N:23]([CH3:25])C.C(O)(=O)C.[NH2:32]N. Given the product [NH:19]1[C:17]([C:14]2[CH:15]=[C:16]3[C:11](=[CH:12][CH:13]=2)[NH:10][N:9]=[C:8]3[C:5]2[CH:6]=[CH:7][C:2]([OH:1])=[CH:3][CH:4]=2)=[N:23][CH:25]=[N:32]1, predict the reactants needed to synthesize it.